Task: Predict the reaction yield, written as a fraction of the theoretical maximum amount of product (1.0 means a 100% yield; for example, 0.34 means a 34% yield).. Dataset: Reaction yield outcomes from USPTO patents with 853,638 reactions The reactants are C[O:2][C:3]1[CH:22]=[CH:21][C:6]([O:7][C:8]2[CH:13]=[CH:12][N:11]=[C:10]([NH:14][C:15]3[S:16][CH:17]=[C:18]([CH3:20])[N:19]=3)[CH:9]=2)=[CH:5][CH:4]=1.BrB(Br)Br.CC(=CC)C.C([O-])(O)=O.[Na+]. The catalyst is O.ClCCl. The product is [CH3:20][C:18]1[N:19]=[C:15]([NH:14][C:10]2[CH:9]=[C:8]([O:7][C:6]3[CH:21]=[CH:22][C:3]([OH:2])=[CH:4][CH:5]=3)[CH:13]=[CH:12][N:11]=2)[S:16][CH:17]=1. The yield is 0.363.